This data is from Reaction yield outcomes from USPTO patents with 853,638 reactions. The task is: Predict the reaction yield, written as a fraction of the theoretical maximum amount of product (1.0 means a 100% yield; for example, 0.34 means a 34% yield). The reactants are [CH3:1][O:2][C:3](=[O:6])[CH2:4][NH2:5].[OH:7][C:8]1[CH:15]=[CH:14][CH:13]=[CH:12][C:9]=1[CH:10]=O. No catalyst specified. The product is [OH:7][C:8]1[CH:15]=[CH:14][CH:13]=[CH:12][C:9]=1[CH2:10][NH:5][CH2:4][C:3]([O:2][CH3:1])=[O:6]. The yield is 0.400.